From a dataset of Forward reaction prediction with 1.9M reactions from USPTO patents (1976-2016). Predict the product of the given reaction. (1) The product is: [C:1]([C:3]([C:11]1[S:12][CH:13]=[CH:14][CH:15]=1)([CH:8]([CH3:10])[CH3:9])[CH2:4][CH2:5][CH2:6][N:31]1[CH2:32][CH2:33][N:28]([CH2:27][CH2:26][O:25][C:23]2[CH:22]=[CH:21][CH:20]=[C:19]([CH2:18][O:17][CH3:16])[N:24]=2)[CH2:29][CH2:30]1)#[N:2]. Given the reactants [C:1]([C:3]([C:11]1[S:12][CH:13]=[CH:14][CH:15]=1)([CH:8]([CH3:10])[CH3:9])[CH2:4][CH2:5][CH2:6]I)#[N:2].[CH3:16][O:17][CH2:18][C:19]1[N:24]=[C:23]([O:25][CH2:26][CH2:27][N:28]2[CH2:33][CH2:32][NH:31][CH2:30][CH2:29]2)[CH:22]=[CH:21][CH:20]=1, predict the reaction product. (2) The product is: [C:26]([OH:35])(=[O:34])[CH:27]([CH:29]([C:31]([OH:33])=[O:32])[OH:30])[OH:28].[NH2:1][CH2:2][C:3]1[C:4]([CH2:20][C:21]([CH3:24])([CH3:23])[CH3:22])=[N:5][C:6]([CH3:19])=[C:7]([C:11]=1[C:12]1[CH:17]=[CH:16][C:15]([CH3:18])=[CH:14][CH:13]=1)[C:8]([OH:10])=[O:9]. Given the reactants [NH2:1][CH2:2][C:3]1[C:4]([CH2:20][C:21]([CH3:24])([CH3:23])[CH3:22])=[N:5][C:6]([CH3:19])=[C:7]([C:11]=1[C:12]1[CH:17]=[CH:16][C:15]([CH3:18])=[CH:14][CH:13]=1)[C:8]([OH:10])=[O:9].O.[C:26]([OH:35])(=[O:34])[CH:27]([CH:29]([C:31]([OH:33])=[O:32])[OH:30])[OH:28], predict the reaction product. (3) The product is: [NH2:28][C:3]1[C:4]2[N:14]=[CH:13][N:12]([CH2:15][CH2:16][O:17][CH2:18][CH2:19][NH:20][C:21](=[O:27])[O:22][C:23]([CH3:26])([CH3:25])[CH3:24])[C:5]=2[C:6]2[CH:7]=[CH:8][CH:9]=[CH:10][C:11]=2[N:2]=1. Given the reactants [O-][N+:2]1[C:11]2[CH:10]=[CH:9][CH:8]=[CH:7][C:6]=2[C:5]2[N:12]([CH2:15][CH2:16][O:17][CH2:18][CH2:19][NH:20][C:21](=[O:27])[O:22][C:23]([CH3:26])([CH3:25])[CH3:24])[CH:13]=[N:14][C:4]=2[CH:3]=1.[NH4+:28].[OH-].C1(C)C=CC(S(Cl)(=O)=O)=CC=1.C(Cl)Cl, predict the reaction product. (4) Given the reactants [F:1][C:2]([F:7])([F:6])[C:3]([OH:5])=[O:4].C(OC([NH:15][C:16]1[S:25][C:19]2=[N:20][C:21]([CH3:24])=[CH:22][CH:23]=[C:18]2[C:17]=1[C:26]([OH:28])=[O:27])=O)(C)(C)C, predict the reaction product. The product is: [F:1][C:2]([F:7])([F:6])[C:3]([OH:5])=[O:4].[NH2:15][C:16]1[S:25][C:19]2=[N:20][C:21]([CH3:24])=[CH:22][CH:23]=[C:18]2[C:17]=1[C:26]([OH:28])=[O:27]. (5) Given the reactants [OH:1][C:2]1[CH:12]=[CH:11][CH:10]=[C:4]2[C:5]([O:7][C:8](=[O:9])[C:3]=12)=O.[CH3:13][O:14][C:15]1[CH:22]=[C:21]([O:23][CH3:24])[CH:20]=[CH:19][C:16]=1[CH2:17][NH2:18].C(O)(=O)C, predict the reaction product. The product is: [OH:1][C:2]1[CH:12]=[CH:11][CH:10]=[C:4]2[C:3]=1[C:8](=[O:9])[N:18]([CH2:17][C:16]1[CH:19]=[CH:20][C:21]([O:23][CH3:24])=[CH:22][C:15]=1[O:14][CH3:13])[C:5]2=[O:7]. (6) Given the reactants [CH2:1]([NH:8][C:9]([C:11]1[S:15][C:14]([N:16]2[CH2:20][CH2:19][N:18]([CH2:21][C:22]3[CH:23]=[C:24]([CH:30]=[CH:31][CH:32]=3)[C:25]([O:27]CC)=[O:26])[C:17]2=[O:33])=[N:13][C:12]=1[CH3:34])=[O:10])[C:2]1[CH:7]=[CH:6][CH:5]=[CH:4][CH:3]=1.O.[OH-].[Li+], predict the reaction product. The product is: [CH2:1]([NH:8][C:9]([C:11]1[S:15][C:14]([N:16]2[CH2:20][CH2:19][N:18]([CH2:21][C:22]3[CH:23]=[C:24]([CH:30]=[CH:31][CH:32]=3)[C:25]([OH:27])=[O:26])[C:17]2=[O:33])=[N:13][C:12]=1[CH3:34])=[O:10])[C:2]1[CH:7]=[CH:6][CH:5]=[CH:4][CH:3]=1. (7) Given the reactants [CH2:1]([O:3][C:4](=[O:20])[C:5]([O:8][C:9]1[CH:18]=[C:17]([OH:19])[C:16]2[C:11](=[CH:12][CH:13]=[CH:14][CH:15]=2)[CH:10]=1)([CH3:7])[CH3:6])[CH3:2].[CH3:21][C:22]1[C:27]([CH2:28][CH2:29]O)=[CH:26][CH:25]=[C:24]([C:31]2[CH:36]=[CH:35][C:34]([C:37]([F:40])([F:39])[F:38])=[CH:33][CH:32]=2)[N:23]=1, predict the reaction product. The product is: [CH2:1]([O:3][C:4](=[O:20])[C:5]([CH3:7])([O:8][C:9]1[CH:18]=[C:17]([O:19][CH2:29][CH2:28][C:27]2[C:22]([CH3:21])=[N:23][C:24]([C:31]3[CH:36]=[CH:35][C:34]([C:37]([F:40])([F:38])[F:39])=[CH:33][CH:32]=3)=[CH:25][CH:26]=2)[C:16]2[C:11](=[CH:12][CH:13]=[CH:14][CH:15]=2)[CH:10]=1)[CH3:6])[CH3:2]. (8) Given the reactants Cl[C:2]1[N:7]=[C:6]2[O:8][C:9]([C:15]3[CH:20]=[CH:19][C:18]([F:21])=[CH:17][CH:16]=3)=[C:10]([C:11](=[O:14])[NH:12][CH3:13])[C:5]2=[CH:4][C:3]=1[C:22]1[CH:23]=[C:24]([CH:28]=[CH:29][CH:30]=1)[C:25]([OH:27])=[O:26].[O-]P([O-])([O-])=O.[K+].[K+].[K+].[CH:39]1(P(C2CCCCC2)C2C(C3C(OC)=CC=CC=3OC)=CC(S([O-])(=O)=O)=CC=2)[CH2:44]CCC[CH2:40]1.[Na+].CN1CC(=O)OB(/C=C/C)OC(=O)C1, predict the reaction product. The product is: [F:21][C:18]1[CH:19]=[CH:20][C:15]([C:9]2[O:8][C:6]3=[N:7][C:2](/[CH:40]=[CH:39]/[CH3:44])=[C:3]([C:22]4[CH:23]=[C:24]([CH:28]=[CH:29][CH:30]=4)[C:25]([OH:27])=[O:26])[CH:4]=[C:5]3[C:10]=2[C:11](=[O:14])[NH:12][CH3:13])=[CH:16][CH:17]=1. (9) Given the reactants [NH2:1][C:2]1[C:3]2[C:10]([C:11]3[CH:16]=[CH:15][C:14]([NH:17][C:18]([NH:20][C:21]4[CH:26]=[C:25]([C:27]([F:30])([F:29])[F:28])[CH:24]=[CH:23][C:22]=4[F:31])=[O:19])=[CH:13][C:12]=3[O:32]CC3C=CC=CC=3)=[CH:9][S:8][C:4]=2[N:5]=[CH:6][N:7]=1.Br.C(O)(=O)C.[OH-].[Na+].Cl, predict the reaction product. The product is: [NH2:1][C:2]1[C:3]2[C:10]([C:11]3[CH:16]=[CH:15][C:14]([NH:17][C:18]([NH:20][C:21]4[CH:26]=[C:25]([C:27]([F:30])([F:28])[F:29])[CH:24]=[CH:23][C:22]=4[F:31])=[O:19])=[CH:13][C:12]=3[OH:32])=[CH:9][S:8][C:4]=2[N:5]=[CH:6][N:7]=1. (10) Given the reactants [Cl:1][C:2]1[CH:7]=[CH:6][C:5]([S:8]([CH:11]([C:17]2[CH:22]=[C:21]([F:23])[CH:20]=[CH:19][C:18]=2[F:24])[CH2:12][CH2:13][CH2:14][CH2:15]O)(=[O:10])=[O:9])=[CH:4][CH:3]=1.CN1CCOCC1.CS(Cl)(=O)=O.[F-:37].C([N+](CCCC)(CCCC)CCCC)CCC, predict the reaction product. The product is: [Cl:1][C:2]1[CH:7]=[CH:6][C:5]([S:8]([CH:11]([C:17]2[CH:22]=[C:21]([F:23])[CH:20]=[CH:19][C:18]=2[F:24])[CH2:12][CH2:13][CH2:14][CH2:15][F:37])(=[O:10])=[O:9])=[CH:4][CH:3]=1.